Predict the reactants needed to synthesize the given product. From a dataset of Full USPTO retrosynthesis dataset with 1.9M reactions from patents (1976-2016). (1) Given the product [C:1]([O:5][C:6](=[O:18])[CH2:7][O:8][CH2:9][C:10]1[CH:15]=[CH:14][C:13]([CH3:16])=[C:12]([B:29]2[O:30][C:31]([CH3:33])([CH3:32])[C:27]([CH3:34])([CH3:26])[O:28]2)[CH:11]=1)([CH3:4])([CH3:3])[CH3:2], predict the reactants needed to synthesize it. The reactants are: [C:1]([O:5][C:6](=[O:18])[CH2:7][O:8][CH2:9][C:10]1[CH:15]=[CH:14][C:13]([CH3:16])=[C:12](I)[CH:11]=1)([CH3:4])([CH3:3])[CH3:2].C(N(CC)CC)C.[CH3:26][C:27]1([CH3:34])[C:31]([CH3:33])([CH3:32])[O:30][BH:29][O:28]1. (2) Given the product [Cl:25][C:22]1[CH:21]=[CH:20][C:19]([C:17]2[C:16]([CH2:2][CH2:1][C:3]3[CH:8]=[CH:7][C:6]([F:9])=[CH:5][N:4]=3)=[N:15][CH:14]=[C:13]([CH:18]=2)[C:12]([NH:28][C@@H:29]2[CH2:34][CH2:33][CH2:32][CH2:31][C@H:30]2[OH:35])=[O:27])=[CH:24][CH:23]=1, predict the reactants needed to synthesize it. The reactants are: [C:1]([C:3]1[CH:8]=[CH:7][C:6]([F:9])=[CH:5][N:4]=1)#[CH:2].CO[C:12](=[O:27])[C:13]1[CH:18]=[C:17]([C:19]2[CH:24]=[CH:23][C:22]([Cl:25])=[CH:21][CH:20]=2)[C:16](Cl)=[N:15][CH:14]=1.[NH2:28][C@@H:29]1[CH2:34][CH2:33][CH2:32][CH2:31][C@H:30]1[OH:35]. (3) Given the product [Cl:37][C:23]1[C:24]([NH:26][C:27]2[CH:36]=[CH:35][CH:34]=[CH:33][C:28]=2[C:29](=[O:30])[NH:31][CH3:32])=[CH:25][C:20]([NH:9][C:10]2[CH:11]=[N:12][N:13]([CH2:15][C:16]([OH:18])=[O:17])[CH:14]=2)=[N:21][CH:22]=1, predict the reactants needed to synthesize it. The reactants are: CC(C)([O-])C.[Na+].Cl.Cl.[NH2:9][C:10]1[CH:11]=[N:12][N:13]([CH2:15][C:16]([OH:18])=[O:17])[CH:14]=1.Cl[C:20]1[CH:25]=[C:24]([NH:26][C:27]2[CH:36]=[CH:35][CH:34]=[CH:33][C:28]=2[C:29]([NH:31][CH3:32])=[O:30])[C:23]([Cl:37])=[CH:22][N:21]=1.CC1(C)C2C=CC=C(P(C3C=CC=CC=3)C3C=CC=CC=3)C=2OC2C1=CC=CC=2P(C1C=CC=CC=1)C1C=CC=CC=1.